This data is from Full USPTO retrosynthesis dataset with 1.9M reactions from patents (1976-2016). The task is: Predict the reactants needed to synthesize the given product. (1) Given the product [CH2:26]([N:10]1[C:9]2[N:8]=[C:7]([CH2:6][C:5]3[CH:4]=[CH:3][C:2]([NH:1][S:39]([C:34]4[CH:35]=[CH:36][CH:37]=[CH:38][C:33]=4[Cl:32])(=[O:41])=[O:40])=[CH:31][CH:30]=3)[NH:15][C:14]=2[C:13](=[O:16])[N:12]([CH2:17][C:18]2[CH:23]=[CH:22][CH:21]=[CH:20][C:19]=2[F:24])[C:11]1=[O:25])[CH2:27][CH2:28][CH3:29], predict the reactants needed to synthesize it. The reactants are: [NH2:1][C:2]1[CH:31]=[CH:30][C:5]([CH2:6][C:7]2[NH:15][C:14]3[C:13](=[O:16])[N:12]([CH2:17][C:18]4[CH:23]=[CH:22][CH:21]=[CH:20][C:19]=4[F:24])[C:11](=[O:25])[N:10]([CH2:26][CH2:27][CH2:28][CH3:29])[C:9]=3[N:8]=2)=[CH:4][CH:3]=1.[Cl:32][C:33]1[CH:38]=[CH:37][CH:36]=[CH:35][C:34]=1[S:39](Cl)(=[O:41])=[O:40]. (2) Given the product [F:1][C:2]1[CH:3]=[C:4]([CH:32]=[CH:33][CH:34]=1)[CH2:5][N:6]1[C:14]2[C:9](=[CH:10][C:11]([NH:15][C:16]3[C:25]4[C:20](=[CH:21][CH:22]=[CH:23][C:24]=4[O:26][C@@H:27]([CH3:31])[C:28]([N:35]4[CH2:40][CH2:39][O:38][CH2:37][CH2:36]4)=[O:29])[N:19]=[CH:18][N:17]=3)=[CH:12][CH:13]=2)[CH:8]=[N:7]1, predict the reactants needed to synthesize it. The reactants are: [F:1][C:2]1[CH:3]=[C:4]([CH:32]=[CH:33][CH:34]=1)[CH2:5][N:6]1[C:14]2[C:9](=[CH:10][C:11]([NH:15][C:16]3[C:25]4[C:20](=[CH:21][CH:22]=[CH:23][C:24]=4[O:26][C@@H:27]([CH3:31])[C:28](O)=[O:29])[N:19]=[CH:18][N:17]=3)=[CH:12][CH:13]=2)[CH:8]=[N:7]1.[NH:35]1[CH2:40][CH2:39][O:38][CH2:37][CH2:36]1. (3) Given the product [CH2:1]([O:8][C:9]([NH:11][C@@H:12]([CH2:20][C:21]1[CH:26]=[CH:25][C:24]([C:27]2[N:32]=[CH:31][C:30]([C:45]3[CH:46]=[CH:47][C:42]([O:41][CH2:34][CH2:35][CH2:36][CH2:37][CH2:38][CH2:39][CH3:40])=[CH:43][CH:44]=3)=[CH:29][N:28]=2)=[CH:23][CH:22]=1)[C:13]([O:15][C:16]([CH3:19])([CH3:18])[CH3:17])=[O:14])=[O:10])[C:2]1[CH:7]=[CH:6][CH:5]=[CH:4][CH:3]=1, predict the reactants needed to synthesize it. The reactants are: [CH2:1]([O:8][C:9]([NH:11][C@@H:12]([CH2:20][C:21]1[CH:26]=[CH:25][C:24]([C:27]2[N:32]=[CH:31][C:30](Br)=[CH:29][N:28]=2)=[CH:23][CH:22]=1)[C:13]([O:15][C:16]([CH3:19])([CH3:18])[CH3:17])=[O:14])=[O:10])[C:2]1[CH:7]=[CH:6][CH:5]=[CH:4][CH:3]=1.[CH2:34]([O:41][C:42]1[CH:47]=[CH:46][C:45](B(O)O)=[CH:44][CH:43]=1)[CH2:35][CH2:36][CH2:37][CH2:38][CH2:39][CH3:40].C(=O)(O)[O-].[Na+].N#N. (4) Given the product [CH2:3]([N:5]([CH2:13][C:14]1[N:15]=[N:16][N:17]([CH3:21])[N:18]=1)[C:6](=[O:12])[O:7][C:8]([CH3:11])([CH3:9])[CH3:10])[CH3:4], predict the reactants needed to synthesize it. The reactants are: [H-].[Na+].[CH2:3]([N:5]([CH2:13][C:14]1[NH:18][N:17]=[N:16][N:15]=1)[C:6](=[O:12])[O:7][C:8]([CH3:11])([CH3:10])[CH3:9])[CH3:4].IC.[CH3:21]COC(C)=O.